Dataset: NCI-60 drug combinations with 297,098 pairs across 59 cell lines. Task: Regression. Given two drug SMILES strings and cell line genomic features, predict the synergy score measuring deviation from expected non-interaction effect. (1) Cell line: OVCAR-8. Drug 1: CCC1=C2CN3C(=CC4=C(C3=O)COC(=O)C4(CC)O)C2=NC5=C1C=C(C=C5)O. Drug 2: C1=CN(C=N1)CC(O)(P(=O)(O)O)P(=O)(O)O. Synergy scores: CSS=30.9, Synergy_ZIP=-9.86, Synergy_Bliss=-1.95, Synergy_Loewe=-40.0, Synergy_HSA=-1.11. (2) Drug 1: CC1=C2C(C(=O)C3(C(CC4C(C3C(C(C2(C)C)(CC1OC(=O)C(C(C5=CC=CC=C5)NC(=O)OC(C)(C)C)O)O)OC(=O)C6=CC=CC=C6)(CO4)OC(=O)C)OC)C)OC. Drug 2: CS(=O)(=O)CCNCC1=CC=C(O1)C2=CC3=C(C=C2)N=CN=C3NC4=CC(=C(C=C4)OCC5=CC(=CC=C5)F)Cl. Cell line: M14. Synergy scores: CSS=60.6, Synergy_ZIP=7.68, Synergy_Bliss=7.86, Synergy_Loewe=-30.4, Synergy_HSA=5.95. (3) Drug 1: CCC1=CC2CC(C3=C(CN(C2)C1)C4=CC=CC=C4N3)(C5=C(C=C6C(=C5)C78CCN9C7C(C=CC9)(C(C(C8N6C)(C(=O)OC)O)OC(=O)C)CC)OC)C(=O)OC.C(C(C(=O)O)O)(C(=O)O)O. Drug 2: CC1=CC=C(C=C1)C2=CC(=NN2C3=CC=C(C=C3)S(=O)(=O)N)C(F)(F)F. Cell line: SN12C. Synergy scores: CSS=41.5, Synergy_ZIP=1.14, Synergy_Bliss=2.02, Synergy_Loewe=-41.7, Synergy_HSA=2.62.